Dataset: Full USPTO retrosynthesis dataset with 1.9M reactions from patents (1976-2016). Task: Predict the reactants needed to synthesize the given product. (1) Given the product [F:1][C:2]1[CH:10]=[C:9]2[C:5]([C:6]([C:20]3[CH:21]=[N:22][N:23]([CH2:25][CH:26]4[CH2:31][CH2:30][N:29]([CH2:33][CH2:34][F:35])[CH2:28][CH2:27]4)[CH:24]=3)=[CH:7][NH:8]2)=[CH:4][CH:3]=1, predict the reactants needed to synthesize it. The reactants are: [F:1][C:2]1[CH:10]=[C:9]2[C:5]([C:6]([C:20]3[CH:21]=[N:22][N:23]([CH2:25][CH:26]4[CH2:31][CH2:30][NH:29][CH2:28][CH2:27]4)[CH:24]=3)=[CH:7][N:8]2S(C2C=CC=CC=2)(=O)=O)=[CH:4][CH:3]=1.Br[CH2:33][CH2:34][F:35]. (2) Given the product [F:16][C:14]1[CH:13]=[N:12][C:11]([O:17][C:18]2[CH:23]=[CH:22][C:21]([F:24])=[CH:20][CH:19]=2)=[C:10]([CH:15]=1)[C:9]([NH:8][CH2:7][C:6]1[CH:5]=[CH:4][C:3]([C:1]2[N:28]=[N:29][NH:30][N:2]=2)=[CH:27][CH:26]=1)=[O:25], predict the reactants needed to synthesize it. The reactants are: [C:1]([C:3]1[CH:27]=[CH:26][C:6]([CH2:7][NH:8][C:9](=[O:25])[C:10]2[CH:15]=[C:14]([F:16])[CH:13]=[N:12][C:11]=2[O:17][C:18]2[CH:23]=[CH:22][C:21]([F:24])=[CH:20][CH:19]=2)=[CH:5][CH:4]=1)#[N:2].[N-:28]=[N+:29]=[N-:30].[Na+].Cl.C(N(CC)CC)C. (3) Given the product [C:7]([O:11][C:12]([NH:13][CH2:14][CH2:15][O:16][C:17]1[CH:18]=[C:19]([CH:20]=[CH:21][CH:22]=1)[C:23]([NH:25][C:26]1[C:27]([CH3:35])=[C:28]([C:38]([C:40]2[CH:41]=[CH:42][C:43]([NH:56][C:57](=[O:62])[C:58]([F:61])([F:59])[F:60])=[C:44]([CH:55]=2)[C:45]([O:47][CH2:48][C:49]2[CH:54]=[CH:53][CH:52]=[CH:51][CH:50]=2)=[O:46])=[O:39])[N:29]2[C:34]=1[CH:33]=[CH:32][CH:31]=[CH:30]2)=[O:24])=[O:36])([CH3:10])([CH3:9])[CH3:8], predict the reactants needed to synthesize it. The reactants are: N1C=CC=CC=1.[C:7]([O:11][C:12](=[O:36])[NH:13][CH2:14][CH2:15][O:16][C:17]1[CH:22]=[CH:21][CH:20]=[C:19]([C:23]([NH:25][C:26]2[C:27]([CH3:35])=[CH:28][N:29]3[C:34]=2[CH:33]=[CH:32][CH:31]=[CH:30]3)=[O:24])[CH:18]=1)([CH3:10])([CH3:9])[CH3:8].Cl[C:38]([C:40]1[CH:41]=[CH:42][C:43]([NH:56][C:57](=[O:62])[C:58]([F:61])([F:60])[F:59])=[C:44]([CH:55]=1)[C:45]([O:47][CH2:48][C:49]1[CH:54]=[CH:53][CH:52]=[CH:51][CH:50]=1)=[O:46])=[O:39]. (4) The reactants are: [O:1]([C:8]1[CH:13]=[CH:12][C:11]([CH:14]([NH2:16])[CH3:15])=[CH:10][CH:9]=1)[C:2]1[CH:7]=[CH:6][CH:5]=[CH:4][CH:3]=1.C[O:18][C:19](=O)[C:20]1[CH:25]=[CH:24][CH:23]=[CH:22][C:21]=1[CH2:26]Br.C([O-])([O-])=O.[K+].[K+].C(OCC)(=O)C. Given the product [O:1]([C:8]1[CH:9]=[CH:10][C:11]([CH:14]([N:16]2[CH2:26][C:21]3[C:20](=[CH:25][CH:24]=[CH:23][CH:22]=3)[C:19]2=[O:18])[CH3:15])=[CH:12][CH:13]=1)[C:2]1[CH:7]=[CH:6][CH:5]=[CH:4][CH:3]=1, predict the reactants needed to synthesize it. (5) Given the product [NH2:2][CH2:1][C:3]1[CH:4]=[CH:5][C:6]([CH2:9][CH2:10][CH2:11][C:12]([N:14]2[CH2:19][CH2:18][CH:17]([N:20]3[CH2:29][C:28]4[C:23](=[CH:24][CH:25]=[CH:26][CH:27]=4)[NH:22][C:21]3=[O:30])[CH2:16][CH2:15]2)=[O:13])=[CH:7][CH:8]=1, predict the reactants needed to synthesize it. The reactants are: [C:1]([C:3]1[CH:8]=[CH:7][C:6]([C:9](=O)[CH2:10][CH2:11][C:12]([N:14]2[CH2:19][CH2:18][CH:17]([N:20]3[CH2:29][C:28]4[C:23](=[CH:24][CH:25]=[CH:26][CH:27]=4)[NH:22][C:21]3=[O:30])[CH2:16][CH2:15]2)=[O:13])=[CH:5][CH:4]=1)#[N:2].Cl.C.[H][H].